From a dataset of Forward reaction prediction with 1.9M reactions from USPTO patents (1976-2016). Predict the product of the given reaction. Given the reactants [Cl:1][C:2]1[CH:3]=[CH:4][C:5]([CH3:32])=[C:6]([C:8]2[N:9]([CH2:24][O:25][CH2:26][CH2:27][Si:28]([CH3:31])([CH3:30])[CH3:29])[C:10](B3OC(C)(C)C(C)(C)O3)=[CH:11][C:12]=2[C:13]#[N:14])[CH:7]=1.I[C:34]1[N:39]=[CH:38][N:37]=[C:36]([NH2:40])[CH:35]=1.C([O-])([O-])=O.[Na+].[Na+], predict the reaction product. The product is: [NH2:40][C:36]1[N:37]=[CH:38][N:39]=[C:34]([C:10]2[N:9]([CH2:24][O:25][CH2:26][CH2:27][Si:28]([CH3:30])([CH3:29])[CH3:31])[C:8]([C:6]3[CH:7]=[C:2]([Cl:1])[CH:3]=[CH:4][C:5]=3[CH3:32])=[C:12]([C:13]#[N:14])[CH:11]=2)[CH:35]=1.